This data is from Forward reaction prediction with 1.9M reactions from USPTO patents (1976-2016). The task is: Predict the product of the given reaction. (1) Given the reactants CN(C)CCN(C)C.[C:9]1([CH3:15])[CH:14]=[CH:13][CH:12]=[CH:11][CH:10]=1.CCCCCC.[NH2:22][C:23]1[CH:28]=[N:27][CH:26]=[CH:25][N:24]=1, predict the reaction product. The product is: [NH2:22][C:23]1[C:28]([CH2:15][C:9]2[CH:14]=[CH:13][CH:12]=[CH:11][CH:10]=2)=[N:27][CH:26]=[CH:25][N:24]=1. (2) Given the reactants [CH2:1]([N:3]1[C:12]2[CH:11]=[CH:10][C:9](/[CH:13]=[CH:14]/[C:15](OC)=[O:16])=[CH:8][C:7]=2[C:6]2=[N:19][N:20]([CH:23]3[CH2:28][CH2:27][CH2:26][CH2:25][O:24]3)[C:21]([CH3:22])=[C:5]2[C:4]1=[O:29])[CH3:2].[H-].[Al+3].[Li+].[H-].[H-].[H-].O.[OH-].[Na+].[O-]S([O-])(=O)=O.[Mg+2], predict the reaction product. The product is: [CH2:1]([N:3]1[C:12]2[CH:11]=[CH:10][C:9](/[CH:13]=[CH:14]/[CH2:15][OH:16])=[CH:8][C:7]=2[C:6]2=[N:19][N:20]([CH:23]3[CH2:28][CH2:27][CH2:26][CH2:25][O:24]3)[C:21]([CH3:22])=[C:5]2[C:4]1=[O:29])[CH3:2]. (3) The product is: [Cl:9][C:10]1[CH:11]=[C:12]([C:16]2[N:24]=[C:23]([C:25](=[N:2][OH:3])[NH2:26])[N:22]=[C:21]3[C:17]=2[N:18]([CH2:27][C@H:28]2[CH2:33][CH2:32][C@H:31]([CH3:34])[CH2:30][CH2:29]2)[CH:19]=[N:20]3)[CH:13]=[CH:14][CH:15]=1. Given the reactants Cl.[NH2:2][OH:3].C(=O)(O)[O-].[Na+].[Cl:9][C:10]1[CH:11]=[C:12]([C:16]2[N:24]=[C:23]([C:25]#[N:26])[N:22]=[C:21]3[C:17]=2[N:18]([CH2:27][C@H:28]2[CH2:33][CH2:32][C@H:31]([CH3:34])[CH2:30][CH2:29]2)[CH:19]=[N:20]3)[CH:13]=[CH:14][CH:15]=1, predict the reaction product. (4) Given the reactants [F:1][C:2]1([F:29])[CH2:7][CH2:6][CH:5]([CH2:8][NH:9][C:10]([C:12]2[C:13]3[CH:14]=[CH:15][C:16]([C:23]4[CH2:28][CH2:27][CH2:26][CH2:25][CH:24]=4)=[N:17][C:18]=3[CH:19]=[CH:20][C:21]=2[Cl:22])=[O:11])[CH2:4][CH2:3]1.C([SiH](CC)CC)C, predict the reaction product. The product is: [F:29][C:2]1([F:1])[CH2:3][CH2:4][CH:5]([CH2:8][NH:9][C:10]([C:12]2[C:13]3[CH:14]=[CH:15][C:16]([CH:23]4[CH2:24][CH2:25][CH2:26][CH2:27][CH2:28]4)=[N:17][C:18]=3[CH:19]=[CH:20][C:21]=2[Cl:22])=[O:11])[CH2:6][CH2:7]1. (5) Given the reactants [C:1]([C:3]1[CH:4]=[CH:5][C:6]([CH3:28])=[C:7]([N:9]([CH2:14][C:15]([N:17]([N:19]2[CH2:27][C:26]3[C:21](=[CH:22][CH:23]=[CH:24][CH:25]=3)[CH2:20]2)[CH3:18])=[O:16])[CH2:10]C(O)=O)[CH:8]=1)#[N:2].CC1[C:38]2[C:33](=CC(N)=C(C)C=2)[N:32]([CH:41]2CCCC[O:42]2)N=1.O[N:48]1[C:52]2[CH:53]=CC=C[C:51]=2N=N1.CCN=C=N[CH2:62][CH2:63][CH2:64]N(C)C.[C:68]([O:71]CC)(=[O:70])C.[CH3:74]CCCCC, predict the reaction product. The product is: [C:1]([C:3]1[CH:4]=[CH:5][C:6]([CH3:28])=[C:7]([N:9]([CH2:14][C:15]([N:17]([N:19]2[CH2:20][C:21]3[C:26](=[CH:25][CH:24]=[CH:23][CH:22]=3)[CH2:27]2)[CH3:18])=[O:16])[CH2:10][C:41]([NH:32][CH2:33][CH2:38][N:48]([C:68]([O:71][C:63]([CH3:64])([CH3:74])[CH3:62])=[O:70])[CH:52]([CH3:51])[CH3:53])=[O:42])[CH:8]=1)#[N:2]. (6) Given the reactants O=[C:2]1[C:11]2[C:6](=[CH:7][CH:8]=[CH:9][CH:10]=2)[N:5]([CH2:12][C:13]2[CH:14]=[N:15][C:16]([C:19]3[N:20]=[CH:21][S:22][CH:23]=3)=[CH:17][CH:18]=2)[N:4]=[C:3]1[C:24]([O:26][CH2:27][CH3:28])=[O:25].COC1C=CC(P2(SP(C3C=CC(OC)=CC=3)(=S)S2)=[S:38])=CC=1, predict the reaction product. The product is: [S:22]1[CH:23]=[C:19]([C:16]2[N:15]=[CH:14][C:13]([CH2:12][N:5]3[C:6]4[C:11](=[CH:10][CH:9]=[CH:8][CH:7]=4)[C:2](=[S:38])[C:3]([C:24]([O:26][CH2:27][CH3:28])=[O:25])=[N:4]3)=[CH:18][CH:17]=2)[N:20]=[CH:21]1.